Regression. Given a peptide amino acid sequence and an MHC pseudo amino acid sequence, predict their binding affinity value. This is MHC class I binding data. From a dataset of Peptide-MHC class I binding affinity with 185,985 pairs from IEDB/IMGT. The peptide sequence is FEIDKGIYQT. The MHC is HLA-B40:02 with pseudo-sequence HLA-B40:02. The binding affinity (normalized) is 0.644.